Dataset: Full USPTO retrosynthesis dataset with 1.9M reactions from patents (1976-2016). Task: Predict the reactants needed to synthesize the given product. (1) The reactants are: C([N:8]1[CH2:13][CH:12]=[C:11]([C:14]2[C:15]([OH:24])=[N:16][C:17]3[C:22]([CH:23]=2)=[CH:21][CH:20]=[CH:19][CH:18]=3)[CH2:10][CH2:9]1)C1C=CC=CC=1. Given the product [NH:8]1[CH2:9][CH2:10][CH:11]([C:14]2[C:15](=[O:24])[NH:16][C:17]3[C:22]([CH:23]=2)=[CH:21][CH:20]=[CH:19][CH:18]=3)[CH2:12][CH2:13]1, predict the reactants needed to synthesize it. (2) Given the product [OH:3][CH:1]([C@H:4]1[CH2:8][CH2:7][N:6]([C:9]([O:11][C:12]([CH3:13])([CH3:15])[CH3:14])=[O:10])[CH2:5]1)[CH3:2], predict the reactants needed to synthesize it. The reactants are: [C:1]([C@H:4]1[CH2:8][CH2:7][N:6]([C:9]([O:11][C:12]([CH3:15])([CH3:14])[CH3:13])=[O:10])[CH2:5]1)(=[O:3])[CH3:2].[BH4-].[Na+]. (3) Given the product [C:28]1([N:18]([C:12]2[CH:13]=[CH:14][CH:15]=[CH:16][CH:17]=2)[C:19]2[CH:24]=[CH:23][C:22]([C:2]3[S:9][C:8]4[CH:7]=[C:6]([CH:10]=[O:11])[S:5][C:4]=4[CH:3]=3)=[CH:21][CH:20]=2)[CH:29]=[CH:30][CH:31]=[CH:32][CH:33]=1, predict the reactants needed to synthesize it. The reactants are: I[C:2]1[S:9][C:8]2[CH:7]=[C:6]([CH:10]=[O:11])[S:5][C:4]=2[CH:3]=1.[C:12]1([N:18]([C:28]2[CH:33]=[CH:32][CH:31]=[CH:30][CH:29]=2)[C:19]2[CH:24]=[CH:23][C:22](B(O)O)=[CH:21][CH:20]=2)[CH:17]=[CH:16][CH:15]=[CH:14][CH:13]=1.O.O.O.O.O.O.O.O.O.O.O.O.P([O-])([O-])([O-])=O.[Na+].[Na+].[Na+]. (4) Given the product [Br:22][C:23]1[CH:28]=[CH:27][C:26]([C@@H:29]([N:31]([CH2:2][CH2:3][C:4]([C:6]2[CH:11]=[CH:10][C:9]([F:12])=[CH:8][CH:7]=2)=[O:5])[C:38](=[O:39])[O:40][C:41]([CH3:44])([CH3:43])[CH3:42])[CH3:30])=[CH:25][CH:24]=1, predict the reactants needed to synthesize it. The reactants are: Cl[CH2:2][CH2:3][C:4]([C:6]1[CH:11]=[CH:10][C:9]([F:12])=[CH:8][CH:7]=1)=[O:5].CCN(C(C)C)C(C)C.[Br:22][C:23]1[CH:28]=[CH:27][C:26]([C@@H:29]([NH2:31])[CH3:30])=[CH:25][CH:24]=1.C([O-])([O-])=O.[K+].[K+].[C:38](O[C:38]([O:40][C:41]([CH3:44])([CH3:43])[CH3:42])=[O:39])([O:40][C:41]([CH3:44])([CH3:43])[CH3:42])=[O:39]. (5) Given the product [F:20][CH:19]([F:21])[C:6]1[C:7]([C:9]2[CH:10]=[N:11][C:12]([C:15]([F:18])([F:17])[F:16])=[N:13][CH:14]=2)=[CH:8][C:3]([CH2:2][NH2:22])=[N:4][CH:5]=1, predict the reactants needed to synthesize it. The reactants are: Br[CH2:2][C:3]1[CH:8]=[C:7]([C:9]2[CH:10]=[N:11][C:12]([C:15]([F:18])([F:17])[F:16])=[N:13][CH:14]=2)[C:6]([CH:19]([F:21])[F:20])=[CH:5][N:4]=1.[NH3:22]. (6) Given the product [C:14]([C:12]1[C:11]([CH2:23][CH2:24][CH:25]=[O:26])([C:17]2[CH:18]=[CH:19][CH:20]=[CH:21][CH:22]=2)[CH:8]2[CH2:9][O:10][C:5]3[CH:4]=[CH:3][C:2]([F:1])=[CH:27][C:6]=3[N:7]2[N:13]=1)(=[O:16])[CH3:15], predict the reactants needed to synthesize it. The reactants are: [F:1][C:2]1[CH:3]=[CH:4][C:5]2[O:10][CH2:9][CH:8]3[C:11]([CH2:23][CH2:24][CH2:25][OH:26])([C:17]4[CH:22]=[CH:21][CH:20]=[CH:19][CH:18]=4)[C:12]([C:14](=[O:16])[CH3:15])=[N:13][N:7]3[C:6]=2[CH:27]=1.CC(OI1(OC(C)=O)(OC(C)=O)OC(=O)C2C=CC=CC1=2)=O.S([O-])([O-])(=O)=S.[Na+].[Na+].C([O-])(O)=O.[Na+]. (7) Given the product [C:21]([O:20][C:18]([N:25]1[CH2:30][CH2:29][N:28]([C:2]2[N:7]=[CH:6][NH:5][C:4](=[O:8])[CH:3]=2)[CH2:27][CH2:26]1)=[O:19])([CH3:24])([CH3:22])[CH3:23], predict the reactants needed to synthesize it. The reactants are: Cl[C:2]1[N:7]=[CH:6][NH:5][C:4](=[O:8])[CH:3]=1.C(N(C(C)C)C(C)C)C.[C:18]([N:25]1[CH2:30][CH2:29][NH:28][CH2:27][CH2:26]1)([O:20][C:21]([CH3:24])([CH3:23])[CH3:22])=[O:19]. (8) Given the product [CH3:35][C:32]1[CH:33]=[CH:34][C:29]([C:15]2[C:9]3[C:10](=[CH:11][N:12]=[C:7]([C:3]4[CH:2]=[N:1][CH:6]=[CH:5][CH:4]=4)[CH:8]=3)[N:13]([CH2:20][O:21][CH2:22][CH2:23][Si:24]([CH3:27])([CH3:26])[CH3:25])[N:14]=2)=[N:30][CH:31]=1, predict the reactants needed to synthesize it. The reactants are: [N:1]1[CH:6]=[CH:5][CH:4]=[C:3]([C:7]2[CH:8]=[C:9]3[C:15]([Sn](C)(C)C)=[N:14][N:13]([CH2:20][O:21][CH2:22][CH2:23][Si:24]([CH3:27])([CH3:26])[CH3:25])[C:10]3=[CH:11][N:12]=2)[CH:2]=1.Br[C:29]1[CH:34]=[CH:33][C:32]([CH3:35])=[CH:31][N:30]=1.[Li+].[Cl-]. (9) The reactants are: Cl.[F:2][C:3]1([F:7])[CH2:6][NH:5][CH2:4]1.C(N(C(C)C)C(C)C)C.[Br:17][C:18]1[CH:19]=[C:20]([S:25](Cl)(=[O:27])=[O:26])[CH:21]=[CH:22][C:23]=1[F:24]. Given the product [Br:17][C:18]1[CH:19]=[C:20]([S:25]([N:5]2[CH2:6][C:3]([F:7])([F:2])[CH2:4]2)(=[O:26])=[O:27])[CH:21]=[CH:22][C:23]=1[F:24], predict the reactants needed to synthesize it.